This data is from Catalyst prediction with 721,799 reactions and 888 catalyst types from USPTO. The task is: Predict which catalyst facilitates the given reaction. (1) Reactant: [C:1]1([C:31]2[CH:36]=[CH:35][CH:34]=[CH:33][CH:32]=2)[CH:6]=[CH:5][CH:4]=[C:3]([C:7]2[N:30]=[C:10]3[N:11]=[C:12]([CH3:29])[C:13]([CH:23]([OH:28])[C:24]([O:26][CH3:27])=[O:25])=[C:14]([N:15]4[CH2:20][CH2:19][C:18]([CH3:22])([CH3:21])[CH2:17][CH2:16]4)[N:9]3[N:8]=2)[CH:2]=1.CC(OI1(OC(C)=O)(OC(C)=O)OC(=O)C2C1=CC=CC=2)=O. Product: [C:1]1([C:31]2[CH:32]=[CH:33][CH:34]=[CH:35][CH:36]=2)[CH:6]=[CH:5][CH:4]=[C:3]([C:7]2[N:30]=[C:10]3[N:11]=[C:12]([CH3:29])[C:13]([C:23](=[O:28])[C:24]([O:26][CH3:27])=[O:25])=[C:14]([N:15]4[CH2:16][CH2:17][C:18]([CH3:22])([CH3:21])[CH2:19][CH2:20]4)[N:9]3[N:8]=2)[CH:2]=1. The catalyst class is: 2. (2) The catalyst class is: 13. Reactant: [F:1][C:2]1[CH:3]=[C:4]([C:8]2[C:16]3[C:11](=[CH:12]C(C#N)=[CH:14][CH:15]=3)[NH:10][N:9]=2)[CH:5]=[CH:6][CH:7]=1.[C:19]([OH:22])(=[O:21])[CH3:20].O.S(=O)(=O)(O)O. Product: [F:1][C:2]1[CH:3]=[C:4]([C:8]2[C:16]3[C:11](=[CH:12][C:20]([C:19]([OH:22])=[O:21])=[CH:14][CH:15]=3)[NH:10][N:9]=2)[CH:5]=[CH:6][CH:7]=1. (3) Reactant: [CH2:1](Br)[CH:2]([CH3:4])[CH3:3].C(=O)([O-])[O-].[K+].[K+].[Cl:12][C:13]1[N:21]=[C:20]2[C:16]([N:17]=[CH:18][NH:19]2)=[C:15]([N:22]2[CH2:27][CH2:26][O:25][CH2:24][CH2:23]2)[N:14]=1. Product: [Cl:12][C:13]1[N:21]=[C:20]2[C:16]([N:17]=[CH:18][N:19]2[CH2:1][CH:2]([CH3:4])[CH3:3])=[C:15]([N:22]2[CH2:23][CH2:24][O:25][CH2:26][CH2:27]2)[N:14]=1. The catalyst class is: 9. (4) Reactant: [Br:1][C:2]1[CH:3]=[N:4][C:5](Cl)=[C:6]([CH:11]=1)[C:7](OC)=[O:8].[NH2:13][NH2:14]. Product: [Br:1][C:2]1[CH:11]=[C:6]2[C:7]([OH:8])=[N:14][NH:13][C:5]2=[N:4][CH:3]=1. The catalyst class is: 8. (5) Reactant: [Br:1][C:2]1[S:3][C:4]2[CH:10]=[C:9]([OH:11])[CH:8]=[CH:7][C:5]=2[N:6]=1.C([O-])([O-])=O.[Cs+].[Cs+].[CH2:18]([O:20][CH2:21]Cl)[CH3:19]. Product: [Br:1][C:2]1[S:3][C:4]2[CH:10]=[C:9]([O:11][CH2:21][O:20][CH2:18][CH3:19])[CH:8]=[CH:7][C:5]=2[N:6]=1. The catalyst class is: 3. (6) Reactant: [O:1]1[C:5]2[CH:6]=[CH:7][CH:8]=[CH:9][C:4]=2[CH:3]=[C:2]1[CH2:10][CH2:11][CH2:12]Br.[O:14]1[C:18]2([CH2:23][CH2:22][NH:21][CH2:20][CH2:19]2)[O:17][CH2:16][CH2:15]1.C(=O)([O-])[O-].[K+].[K+]. Product: [O:1]1[C:5]2[CH:6]=[CH:7][CH:8]=[CH:9][C:4]=2[CH:3]=[C:2]1[CH2:10][CH2:11][CH2:12][N:21]1[CH2:22][CH2:23][C:18]2([O:17][CH2:16][CH2:15][O:14]2)[CH2:19][CH2:20]1. The catalyst class is: 21. (7) Reactant: [CH2:1]([O:8][C:9]([NH:11][CH:12]([CH2:20][NH:21][C:22]1[C:27]([CH3:28])=[C:26]([N:29]2[CH2:34][CH2:33][CH:32]([C:35]3[CH:44]=[CH:43][C:42]4[CH2:41][CH2:40][CH2:39][NH:38][C:37]=4[N:36]=3)[CH2:31][CH2:30]2)[N:25]=[C:24]([O:45][CH3:46])[N:23]=1)[C:13]([O:15]C(C)(C)C)=[O:14])=[O:10])[C:2]1[CH:7]=[CH:6][CH:5]=[CH:4][CH:3]=1.[F:47][C:48]([F:53])([F:52])[C:49]([OH:51])=[O:50].ClCCl.CO.O.C(O)(=O)C.C1(C)C=CC=CC=1. Product: [F:47][C:48]([F:53])([F:52])[C:49]([OH:51])=[O:50].[F:47][C:48]([F:53])([F:52])[C:49]([OH:51])=[O:50].[CH2:1]([O:8][C:9]([NH:11][CH:12]([CH2:20][NH:21][C:22]1[C:27]([CH3:28])=[C:26]([N:29]2[CH2:34][CH2:33][CH:32]([C:35]3[CH:44]=[CH:43][C:42]4[CH2:41][CH2:40][CH2:39][NH:38][C:37]=4[N:36]=3)[CH2:31][CH2:30]2)[N:25]=[C:24]([O:45][CH3:46])[N:23]=1)[C:13]([OH:15])=[O:14])=[O:10])[C:2]1[CH:3]=[CH:4][CH:5]=[CH:6][CH:7]=1. The catalyst class is: 4. (8) Reactant: C([Li])CCC.CN1CCCN(C)C1=[O:14].[C:15]1(=O)[CH2:20][CH2:19][CH2:18][CH2:17][CH2:16]1.[CH2:22]1[CH2:26][O:25][CH2:24][CH2:23]1. The catalyst class is: 33. Product: [CH2:24]([O:25][C:26](=[O:14])[CH:22]=[C:15]1[CH2:20][CH2:19][CH2:18][CH2:17][CH2:16]1)[CH3:23]. (9) Reactant: [CH2:1]([C:4]1[C:8]([CH2:9][CH2:10][CH2:11][CH2:12][OH:13])=[CH:7][N:6]([C:14]2[CH:19]=[CH:18][C:17]([C:20]([F:23])([F:22])[F:21])=[CH:16][N:15]=2)[N:5]=1)[CH2:2][CH3:3].O[C:25]1[CH:30]=[CH:29][CH:28]=[CH:27][C:26]=1[CH2:31][C:32]([O:34]C)=[O:33].C(P(CCCC)CCCC)CCC.N(C(N1CCCCC1)=O)=NC(N1CCCCC1)=O. Product: [CH2:1]([C:4]1[C:8]([CH2:9][CH2:10][CH2:11][CH2:12][O:13][C:25]2[CH:30]=[CH:29][CH:28]=[CH:27][C:26]=2[CH2:31][C:32]([OH:34])=[O:33])=[CH:7][N:6]([C:14]2[CH:19]=[CH:18][C:17]([C:20]([F:22])([F:21])[F:23])=[CH:16][N:15]=2)[N:5]=1)[CH2:2][CH3:3]. The catalyst class is: 7.